This data is from Full USPTO retrosynthesis dataset with 1.9M reactions from patents (1976-2016). The task is: Predict the reactants needed to synthesize the given product. (1) Given the product [ClH:1].[CH3:8][S:9]([C:12]1[CH:13]=[CH:14][C:15]([CH2:18][O:19][CH2:20][C@H:21]2[CH2:23][C@@H:22]2[CH:24]2[CH2:29][CH2:28][NH:27][CH2:26][CH2:25]2)=[N:16][CH:17]=1)(=[O:10])=[O:11], predict the reactants needed to synthesize it. The reactants are: [ClH:1].O1CCOCC1.[CH3:8][S:9]([C:12]1[CH:13]=[CH:14][C:15]([CH2:18][O:19][CH2:20][C@H:21]2[CH2:23][C@@H:22]2[CH:24]2[CH2:29][CH2:28][N:27](C(OC(C)(C)C)=O)[CH2:26][CH2:25]2)=[N:16][CH:17]=1)(=[O:11])=[O:10]. (2) The reactants are: Br[C:2]1[CH:10]=[CH:9][C:5]([C:6]([OH:8])=[O:7])=[C:4]([CH2:11][CH3:12])[CH:3]=1.[B:13](OC(C)C)([O:18]C(C)C)[O:14]C(C)C.C([Li])CCC. Given the product [OH:14][B:13]([OH:18])[C:2]1[CH:10]=[CH:9][C:5]([C:6]([OH:8])=[O:7])=[C:4]([CH2:11][CH3:12])[CH:3]=1, predict the reactants needed to synthesize it. (3) Given the product [N:1]1([C:10]2[S:14][C:13]([C:15]([O:17][CH3:18])=[O:16])=[C:12]([O:19][C@@H:35]([C:22]3[CH:23]=[CH:24][CH:25]=[C:26]([OH:27])[C:21]=3[Cl:20])[CH3:36])[CH:11]=2)[C:5]2[CH:6]=[CH:7][CH:8]=[CH:9][C:4]=2[N:3]=[CH:2]1, predict the reactants needed to synthesize it. The reactants are: [N:1]1([C:10]2[S:14][C:13]([C:15]([O:17][CH3:18])=[O:16])=[C:12]([OH:19])[CH:11]=2)[C:5]2[CH:6]=[CH:7][CH:8]=[CH:9][C:4]=2[N:3]=[CH:2]1.[Cl:20][C:21]1[C:26]([O:27][Si](C(C)(C)C)(C)C)=[CH:25][CH:24]=[CH:23][C:22]=1[C@@H:35](O)[CH3:36]. (4) Given the product [CH3:17][C:16]1[CH:15]=[CH:14][N:13]=[CH:12][C:11]=1[C:3]1[NH:2][C:10]2[C:5]([CH:4]=1)=[CH:6][C:7]([B:18]1[O:22][C:21]([CH3:24])([CH3:23])[C:20]([CH3:26])([CH3:25])[O:19]1)=[CH:8][CH:9]=2, predict the reactants needed to synthesize it. The reactants are: Br[N:2]1[C:10]2[C:5](=[CH:6][CH:7]=[CH:8][CH:9]=2)[CH:4]=[C:3]1[C:11]1[CH:12]=[N:13][CH:14]=[CH:15][C:16]=1[CH3:17].[B:18]1([B:18]2[O:22][C:21]([CH3:24])([CH3:23])[C:20]([CH3:26])([CH3:25])[O:19]2)[O:22][C:21]([CH3:24])([CH3:23])[C:20]([CH3:26])([CH3:25])[O:19]1.C([O-])(=O)C.[K+].